Dataset: NCI-60 drug combinations with 297,098 pairs across 59 cell lines. Task: Regression. Given two drug SMILES strings and cell line genomic features, predict the synergy score measuring deviation from expected non-interaction effect. (1) Drug 1: CC1=CC2C(CCC3(C2CCC3(C(=O)C)OC(=O)C)C)C4(C1=CC(=O)CC4)C. Drug 2: CC1=C2C(C(=O)C3(C(CC4C(C3C(C(C2(C)C)(CC1OC(=O)C(C(C5=CC=CC=C5)NC(=O)OC(C)(C)C)O)O)OC(=O)C6=CC=CC=C6)(CO4)OC(=O)C)O)C)O. Cell line: 786-0. Synergy scores: CSS=48.8, Synergy_ZIP=0.0859, Synergy_Bliss=0.781, Synergy_Loewe=-58.2, Synergy_HSA=-0.315. (2) Drug 1: C1CCC(CC1)NC(=O)N(CCCl)N=O. Drug 2: C1CNP(=O)(OC1)N(CCCl)CCCl. Cell line: ACHN. Synergy scores: CSS=6.86, Synergy_ZIP=-2.06, Synergy_Bliss=2.67, Synergy_Loewe=-6.22, Synergy_HSA=0.339. (3) Drug 1: CCC1(CC2CC(C3=C(CCN(C2)C1)C4=CC=CC=C4N3)(C5=C(C=C6C(=C5)C78CCN9C7C(C=CC9)(C(C(C8N6C=O)(C(=O)OC)O)OC(=O)C)CC)OC)C(=O)OC)O.OS(=O)(=O)O. Drug 2: CC1C(C(CC(O1)OC2CC(OC(C2O)C)OC3=CC4=CC5=C(C(=O)C(C(C5)C(C(=O)C(C(C)O)O)OC)OC6CC(C(C(O6)C)O)OC7CC(C(C(O7)C)O)OC8CC(C(C(O8)C)O)(C)O)C(=C4C(=C3C)O)O)O)O. Cell line: RPMI-8226. Synergy scores: CSS=16.3, Synergy_ZIP=-1.52, Synergy_Bliss=-0.571, Synergy_Loewe=-3.59, Synergy_HSA=-1.32. (4) Drug 1: C#CCC(CC1=CN=C2C(=N1)C(=NC(=N2)N)N)C3=CC=C(C=C3)C(=O)NC(CCC(=O)O)C(=O)O. Drug 2: C1CN(P(=O)(OC1)NCCCl)CCCl. Cell line: BT-549. Synergy scores: CSS=0.504, Synergy_ZIP=4.60, Synergy_Bliss=7.54, Synergy_Loewe=-2.19, Synergy_HSA=-3.94.